This data is from Catalyst prediction with 721,799 reactions and 888 catalyst types from USPTO. The task is: Predict which catalyst facilitates the given reaction. Reactant: [C:1]1([C:7]2[CH2:12][CH2:11][N:10]([C:13]([O:15][C:16]([CH3:19])([CH3:18])[CH3:17])=[O:14])[CH2:9][C:8]=2[C:20]([O:22]CC)=[O:21])[CH:6]=[CH:5][CH:4]=[CH:3][CH:2]=1.[OH-].[Na+]. Product: [C:16]([O:15][C:13]([N:10]1[CH2:11][CH2:12][C:7]([C:1]2[CH:6]=[CH:5][CH:4]=[CH:3][CH:2]=2)=[C:8]([C:20]([OH:22])=[O:21])[CH2:9]1)=[O:14])([CH3:19])([CH3:17])[CH3:18]. The catalyst class is: 8.